This data is from Forward reaction prediction with 1.9M reactions from USPTO patents (1976-2016). The task is: Predict the product of the given reaction. Given the reactants [C:1]12([CH2:11][OH:12])[CH2:10][CH:5]3[CH2:6][CH:7]([CH2:9][CH:3]([CH2:4]3)[CH2:2]1)[CH2:8]2.CC(C)([O-])C.[K+].[Br:19][C:20]1[C:21](F)=[CH:22][C:23]([F:29])=[C:24]([CH:28]=1)[C:25]([OH:27])=[O:26].Cl.BrC1C(F)=CC=C(C=1)C(O)=O, predict the reaction product. The product is: [C:1]12([CH2:11][O:12][C:21]3[C:20]([Br:19])=[CH:28][C:24]([C:25]([OH:27])=[O:26])=[C:23]([F:29])[CH:22]=3)[CH2:8][CH:7]3[CH2:6][CH:5]([CH2:4][CH:3]([CH2:9]3)[CH2:2]1)[CH2:10]2.